From a dataset of Catalyst prediction with 721,799 reactions and 888 catalyst types from USPTO. Predict which catalyst facilitates the given reaction. (1) Reactant: Br[C:2]1[S:10][C:9]2[N:8]([CH2:11][C:12]3[CH:17]=[CH:16][C:15]([O:18][CH3:19])=[CH:14][CH:13]=3)[C:7](=[O:20])[N:6]3[N:21]=[CH:22][N:23]=[C:5]3[C:4]=2[CH:3]=1.CN1C([Sn](CCCC)(CCCC)CCCC)=[CH:28][C:27](C(F)(F)F)=N1. Product: [CH3:19][O:18][C:15]1[CH:16]=[CH:17][C:12]([CH2:11][N:8]2[C:9]3[S:10][C:2]([CH:27]=[CH2:28])=[CH:3][C:4]=3[C:5]3=[N:23][CH:22]=[N:21][N:6]3[C:7]2=[O:20])=[CH:13][CH:14]=1. The catalyst class is: 11. (2) Reactant: C(=O)([O-])[O-].[Na+].[Na+].[C:18]([O:17][C:15](O[C:15]([O:17][C:18]([CH3:21])([CH3:20])[CH3:19])=[O:16])=[O:16])([CH3:21])([CH3:20])[CH3:19].[CH3:22][O:23][C:24](=[O:38])[CH:25]([OH:37])[CH2:26][O:27][C:28]1[CH:33]=[CH:32][C:31]([C:34](=[NH:36])[NH2:35])=[CH:30][CH:29]=1. Product: [CH3:22][O:23][C:24](=[O:38])[CH:25]([OH:37])[CH2:26][O:27][C:28]1[CH:33]=[CH:32][C:31]([C:34]([NH:36][C:15]([O:17][C:18]([CH3:19])([CH3:20])[CH3:21])=[O:16])=[NH:35])=[CH:30][CH:29]=1. The catalyst class is: 7. (3) Reactant: C(P1(=O)OP(CCC)(=O)OP(CCC)(=O)O1)CC.CCOC(C)=O.FC(F)(F)C(O)=O.[N:32]1([C:41](=[O:50])/[CH:42]=[CH:43]/[C@@H:44]([NH2:49])[CH2:45][CH:46]([CH3:48])[CH3:47])[C:40]2[C:35](=[CH:36][CH:37]=[CH:38][CH:39]=2)[CH2:34][CH2:33]1.[C:51]([O:55][C:56]([NH:58][C:59]1([C:65](O)=[O:66])[CH2:64][CH2:63][O:62][CH2:61][CH2:60]1)=[O:57])([CH3:54])([CH3:53])[CH3:52].CCN(CC)CC. Product: [N:32]1([C:41](=[O:50])/[CH:42]=[CH:43]/[C@@H:44]([NH:49][C:65]([C:59]2([NH:58][C:56](=[O:57])[O:55][C:51]([CH3:53])([CH3:52])[CH3:54])[CH2:60][CH2:61][O:62][CH2:63][CH2:64]2)=[O:66])[CH2:45][CH:46]([CH3:48])[CH3:47])[C:40]2[C:35](=[CH:36][CH:37]=[CH:38][CH:39]=2)[CH2:34][CH2:33]1. The catalyst class is: 2. (4) Reactant: [CH2:1]([O:8][NH:9][C:10](=[O:18])OC1C=CC=CC=1)[C:2]1[CH:7]=[CH:6][CH:5]=[CH:4][CH:3]=1.[CH3:19][S:20][C:21]1[CH:26]=[CH:25][N:24]=[C:23]([C:27]([NH2:30])([CH3:29])[CH3:28])[CH:22]=1. Product: [CH2:1]([O:8][NH:9][C:10]([NH:30][C:27]([C:23]1[CH:22]=[C:21]([S:20][CH3:19])[CH:26]=[CH:25][N:24]=1)([CH3:28])[CH3:29])=[O:18])[C:2]1[CH:3]=[CH:4][CH:5]=[CH:6][CH:7]=1. The catalyst class is: 10. (5) Reactant: C(OC([N:8]1[CH2:13][CH2:12][N:11]([C:14]([C:16]2[N:21]=[C:20]([C:22]3[CH:27]=[CH:26][N:25]=[C:24]([NH:28][CH:29]4[CH2:34][CH2:33][CH2:32][CH2:31][CH2:30]4)[CH:23]=3)[CH:19]=[CH:18][CH:17]=2)=[O:15])[CH2:10][CH2:9]1)=O)(C)(C)C. Product: [CH:29]1([NH:28][C:24]2[CH:23]=[C:22]([C:20]3[CH:19]=[CH:18][CH:17]=[C:16]([C:14]([N:11]4[CH2:12][CH2:13][NH:8][CH2:9][CH2:10]4)=[O:15])[N:21]=3)[CH:27]=[CH:26][N:25]=2)[CH2:34][CH2:33][CH2:32][CH2:31][CH2:30]1. The catalyst class is: 137. (6) Reactant: [F:1][C:2]1[C:3]([C:9]2[N:13]([CH:14]3[CH2:19][CH2:18][O:17][CH2:16][CH2:15]3)[C:12]([CH3:20])=[N:11][CH:10]=2)=[N:4][C:5]([NH2:8])=[N:6][CH:7]=1.Br[C:22]1[CH:27]=[CH:26][C:25]([S:28]([N:31]([CH3:33])[CH3:32])(=[O:30])=[O:29])=[CH:24][CH:23]=1.C([O-])([O-])=O.[Cs+].[Cs+].CC(C1C=C(C(C)C)C(C2C=CC=CC=2P(C2CCCCC2)C2CCCCC2)=C(C(C)C)C=1)C. Product: [F:1][C:2]1[C:3]([C:9]2[N:13]([CH:14]3[CH2:19][CH2:18][O:17][CH2:16][CH2:15]3)[C:12]([CH3:20])=[N:11][CH:10]=2)=[N:4][C:5]([NH:8][C:22]2[CH:23]=[CH:24][C:25]([S:28]([N:31]([CH3:33])[CH3:32])(=[O:29])=[O:30])=[CH:26][CH:27]=2)=[N:6][CH:7]=1. The catalyst class is: 110. (7) Reactant: Br[C:2]1[C:3]([C:14]#[N:15])=[N:4][N:5](C(OC(C)(C)C)=O)[CH:6]=1.CC1(C)C(C)(C)OB([C:24]2[C:25]([O:30][C:31]3[CH:36]=[CH:35][C:34]([NH2:37])=[CH:33][CH:32]=3)=[N:26][CH:27]=[CH:28][CH:29]=2)O1.C(=O)([O-])[O-].[Na+].[Na+].F[B-](F)(F)F.C([PH+](C(C)(C)C)C(C)(C)C)(C)(C)C. Product: [NH2:37][C:34]1[CH:35]=[CH:36][C:31]([O:30][C:25]2[C:24]([C:2]3[C:3]([C:14]#[N:15])=[N:4][NH:5][CH:6]=3)=[CH:29][CH:28]=[CH:27][N:26]=2)=[CH:32][CH:33]=1. The catalyst class is: 584.